This data is from Catalyst prediction with 721,799 reactions and 888 catalyst types from USPTO. The task is: Predict which catalyst facilitates the given reaction. (1) Reactant: [OH:1][C:2]1[CH:3]=[C:4]([CH:8]=[C:9]([CH3:11])[N:10]=1)[C:5]([OH:7])=[O:6].OS(O)(=O)=O.[CH2:17](O)[CH3:18]. Product: [OH:1][C:2]1[CH:3]=[C:4]([CH:8]=[C:9]([CH3:11])[N:10]=1)[C:5]([O:7][CH2:17][CH3:18])=[O:6]. The catalyst class is: 250. (2) Reactant: [F:1][C:2]1[CH:3]=[CH:4][C:5]([N+:9]([O-:11])=[O:10])=[C:6]([CH:8]=1)[NH2:7].[H-].[Na+].CS(O[CH2:19][CH2:20][CH2:21][CH2:22][O:23][CH3:24])(=O)=O. Product: [F:1][C:2]1[CH:3]=[CH:4][C:5]([N+:9]([O-:11])=[O:10])=[C:6]([CH:8]=1)[NH:7][CH2:19][CH2:20][CH2:21][CH2:22][O:23][CH3:24]. The catalyst class is: 220.